Dataset: Reaction yield outcomes from USPTO patents with 853,638 reactions. Task: Predict the reaction yield, written as a fraction of the theoretical maximum amount of product (1.0 means a 100% yield; for example, 0.34 means a 34% yield). (1) The reactants are [N:1]1([C:25]([O:27][C:28]([CH3:31])([CH3:30])[CH3:29])=[O:26])[CH2:5][CH2:4][CH2:3][C@H:2]1[C:6]([O:8][CH2:9][C:10]([C:12]1[CH:17]=[CH:16][C:15]([Br:18])=[C:14]([CH2:19][O:20]S(C)(=O)=O)[CH:13]=1)=[O:11])=[O:7].[N:32]1([C:54]([O:56][CH2:57][C:58]2[CH:63]=[CH:62][CH:61]=[CH:60][CH:59]=2)=[O:55])[CH2:36][CH2:35][CH2:34][C@H:33]1[C:37]([O:39][CH2:40][C:41]([C:43]1[CH:52]=[CH:51][C:50]2[C:45](=[CH:46][CH:47]=[CH:48][C:49]=2O)[CH:44]=1)=[O:42])=[O:38].C(=O)([O-])[O-].[Cs+].[Cs+]. The catalyst is CN(C)C=O.C(OCC)(=O)C. The product is [N:32]1([C:54]([O:56][CH2:57][C:58]2[CH:63]=[CH:62][CH:61]=[CH:60][CH:59]=2)=[O:55])[CH2:36][CH2:35][CH2:34][C@H:33]1[C:37]([O:39][CH2:40][C:41]([C:43]1[CH:52]=[CH:51][C:50]2[C:45](=[CH:46][CH:47]=[CH:48][C:49]=2[O:20][CH2:19][C:14]2[CH:13]=[C:12]([C:10](=[O:11])[CH2:9][O:8][C:6]([C@@H:2]3[CH2:3][CH2:4][CH2:5][N:1]3[C:25]([O:27][C:28]([CH3:31])([CH3:30])[CH3:29])=[O:26])=[O:7])[CH:17]=[CH:16][C:15]=2[Br:18])[CH:44]=1)=[O:42])=[O:38]. The yield is 0.740. (2) No catalyst specified. The yield is 0.960. The reactants are [NH2:1][C@@H:2]1[CH2:7][CH2:6][C@H:5]([C:8]([OH:10])=[O:9])[CH2:4][CH2:3]1.S(Cl)([Cl:13])=O.[CH3:15]O. The product is [CH3:15][O:9][C:8]([CH:5]1[CH2:6][CH2:7][CH:2]([NH2:1])[CH2:3][CH2:4]1)=[O:10].[ClH:13]. (3) The reactants are [N:1]1([CH2:7][CH2:8][O:9][C:10]2[CH:30]=[CH:29][C:13]3[N:14]4[CH:19]=[C:18]([C:20]5[CH:25]=[CH:24][C:23]([N+:26]([O-])=O)=[CH:22][CH:21]=5)[N:17]=[C:15]4[S:16][C:12]=3[CH:11]=2)[CH2:6][CH2:5][O:4][CH2:3][CH2:2]1.[Cl-].[NH4+]. The catalyst is C(O)C.[Fe]. The product is [N:1]1([CH2:7][CH2:8][O:9][C:10]2[CH:30]=[CH:29][C:13]3[N:14]4[CH:19]=[C:18]([C:20]5[CH:25]=[CH:24][C:23]([NH2:26])=[CH:22][CH:21]=5)[N:17]=[C:15]4[S:16][C:12]=3[CH:11]=2)[CH2:2][CH2:3][O:4][CH2:5][CH2:6]1. The yield is 0.320. (4) The reactants are [C:1]([SiH2:5][O:6][C:7]([CH3:30])([CH3:29])[C:8]1[CH:9]=[N:10][N:11]([C:13]2[C:18](F)=[CH:17][C:16]([N:20]3[CH2:24][C@H:23]([CH2:25][OH:26])[O:22][C:21]3=[O:27])=[CH:15][C:14]=2[F:28])[CH:12]=1)([CH3:4])([CH3:3])[CH3:2].C(N(CC)CC)C.[CH3:38][S:39](Cl)(=[O:41])=[O:40]. The catalyst is ClCCl. The product is [CH3:38][S:39]([O:26][CH2:25][C@@H:23]1[O:22][C:21](=[O:27])[N:20]([C:16]2[CH:17]=[CH:18][C:13]([N:11]3[CH:12]=[C:8]([C:7]([CH3:30])([CH3:29])[O:6][SiH2:5][C:1]([CH3:4])([CH3:3])[CH3:2])[CH:9]=[N:10]3)=[C:14]([F:28])[CH:15]=2)[CH2:24]1)(=[O:41])=[O:40]. The yield is 0.998. (5) The reactants are [CH3:1][C:2]1[O:6][N:5]=[C:4]([C:7]2[CH:12]=[CH:11][CH:10]=[CH:9][CH:8]=2)[C:3]=1[C:13]1[N:14]=[C:15]2[CH:20]=[CH:19][C:18]([NH2:21])=[CH:17][N:16]2[CH:22]=1.[CH:23]1([C:26](O)=[O:27])[CH2:25][CH2:24]1. No catalyst specified. The product is [CH3:1][C:2]1[O:6][N:5]=[C:4]([C:7]2[CH:8]=[CH:9][CH:10]=[CH:11][CH:12]=2)[C:3]=1[C:13]1[N:14]=[C:15]2[CH:20]=[CH:19][C:18]([NH:21][C:26]([CH:23]3[CH2:25][CH2:24]3)=[O:27])=[CH:17][N:16]2[CH:22]=1. The yield is 0.790. (6) The reactants are [CH3:1][C:2]1[CH:7]=[C:6]([CH3:8])[NH:5][C:4](=[O:9])[C:3]=1[CH2:10][NH:11][C:12]([C:14]1[C:15]([CH3:49])=[C:16]([N:33]([CH2:47][CH3:48])[CH:34]2[CH2:39][CH2:38][N:37](C(OC(C)(C)C)=O)[CH2:36][CH2:35]2)[CH:17]=[C:18]([C:20]2[CH:25]=[CH:24][C:23]([CH2:26][N:27]3[CH2:32][CH2:31][O:30][CH2:29][CH2:28]3)=[CH:22][CH:21]=2)[CH:19]=1)=[O:13].C(O)(C(F)(F)F)=O. The catalyst is C(Cl)Cl. The product is [CH3:1][C:2]1[CH:7]=[C:6]([CH3:8])[NH:5][C:4](=[O:9])[C:3]=1[CH2:10][NH:11][C:12]([C:14]1[CH:19]=[C:18]([C:20]2[CH:25]=[CH:24][C:23]([CH2:26][N:27]3[CH2:28][CH2:29][O:30][CH2:31][CH2:32]3)=[CH:22][CH:21]=2)[CH:17]=[C:16]([N:33]([CH2:47][CH3:48])[CH:34]2[CH2:35][CH2:36][NH:37][CH2:38][CH2:39]2)[C:15]=1[CH3:49])=[O:13]. The yield is 0.818.